From a dataset of Peptide-MHC class I binding affinity with 185,985 pairs from IEDB/IMGT. Regression. Given a peptide amino acid sequence and an MHC pseudo amino acid sequence, predict their binding affinity value. This is MHC class I binding data. The peptide sequence is RPVFSSPPS. The MHC is HLA-B07:02 with pseudo-sequence HLA-B07:02. The binding affinity (normalized) is 0.359.